This data is from Full USPTO retrosynthesis dataset with 1.9M reactions from patents (1976-2016). The task is: Predict the reactants needed to synthesize the given product. (1) The reactants are: [CH3:1][O:2][C:3]1[CH:4]=[C:5]([CH:8]=[C:9]([O:11][CH3:12])[CH:10]=1)[CH2:6][OH:7].[Li]CCCC.[B:18](OC)([O:21]C)[O:19]C.C(O)(=O)CC(CC(O)=O)(C(O)=O)O. Given the product [CH3:12][O:11][C:9]1[CH:8]=[C:5]([CH2:6][OH:7])[CH:4]=[C:3]([O:2][CH3:1])[C:10]=1[B:18]([OH:21])[OH:19], predict the reactants needed to synthesize it. (2) Given the product [C:1]([O:5][C:6](=[O:25])[NH:7][CH:8]1[CH:18]2[CH2:19][CH2:20][CH:9]1[CH2:10][C:11]1[CH:12]=[C:13]([CH2:21][CH2:22][CH2:23][N:32]3[CH2:33][CH2:34][CH:29]([C:28]([F:36])([F:35])[F:27])[CH2:30][CH2:31]3)[CH:14]=[CH:15][C:16]=1[CH2:17]2)([CH3:4])([CH3:3])[CH3:2], predict the reactants needed to synthesize it. The reactants are: [C:1]([O:5][C:6](=[O:25])[NH:7][CH:8]1[CH:18]2[CH2:19][CH2:20][CH:9]1[CH2:10][C:11]1[CH:12]=[C:13]([CH2:21][CH2:22][CH:23]=O)[CH:14]=[CH:15][C:16]=1[CH2:17]2)([CH3:4])([CH3:3])[CH3:2].Cl.[F:27][C:28]([F:36])([F:35])[CH:29]1[CH2:34][CH2:33][NH:32][CH2:31][CH2:30]1.C([BH3-])#N.[Na+]. (3) Given the product [CH2:29]([C:4]1([CH2:1][CH:2]=[CH2:3])[C:27](=[O:28])[N:7]2[CH2:8][CH2:9][NH:10][C@@H:11]([C:12]3[CH:17]=[CH:16][CH:15]=[C:14]([CH3:18])[C:13]=3[CH3:19])[C@@H:6]2[CH2:5]1)[CH:30]=[CH2:31], predict the reactants needed to synthesize it. The reactants are: [CH2:1]([C:4]1([CH2:29][CH:30]=[CH2:31])[C:27](=[O:28])[N:7]2[CH2:8][CH2:9][N:10](C(OC(C)(C)C)=O)[C@@H:11]([C:12]3[CH:17]=[CH:16][CH:15]=[C:14]([CH3:18])[C:13]=3[CH3:19])[CH:6]2[CH2:5]1)[CH:2]=[CH2:3].Cl.CO.[OH-].[Na+]. (4) The reactants are: [NH2:1][C:2]1[CH:10]=[C:9]([O:11][CH3:12])[CH:8]=[C:7]([O:13][CH3:14])[C:3]=1[C:4]([NH2:6])=[O:5].[Br:15][C:16]1[CH:17]=[C:18]([CH:21]=[CH:22][CH:23]=1)[CH:19]=O.OS([O-])=O.[Na+].O.C1(C)C=CC(S(O)(=O)=O)=CC=1. Given the product [Br:15][C:16]1[CH:17]=[C:18]([C:19]2[NH:6][C:4](=[O:5])[C:3]3[C:2](=[CH:10][C:9]([O:11][CH3:12])=[CH:8][C:7]=3[O:13][CH3:14])[N:1]=2)[CH:21]=[CH:22][CH:23]=1, predict the reactants needed to synthesize it. (5) The reactants are: [NH2:1][C:2]1[S:3][C:4]2[C:10](=[O:11])[CH2:9][C:8]([CH3:13])([CH3:12])[CH2:7][C:5]=2[N:6]=1.C1N=[CH:17][N:16]([C:19](N2C=NC=C2)=[O:20])[CH:15]=1.C1CCN2C(=NCCC2)CC1.CNC. Given the product [CH3:12][C:8]1([CH3:13])[CH2:7][C:5]2[N:6]=[C:2]([NH:1][C:19](=[O:20])[N:16]([CH3:17])[CH3:15])[S:3][C:4]=2[C:10](=[O:11])[CH2:9]1, predict the reactants needed to synthesize it. (6) Given the product [CH2:1]([S:8][CH2:16][C:17](=[O:29])[CH2:18][N:19]1[C:23](=[O:24])[C:22]([CH3:25])([CH3:26])[N:21]([CH3:27])[C:20]1=[O:28])[C:2]1[CH:7]=[CH:6][CH:5]=[CH:4][CH:3]=1, predict the reactants needed to synthesize it. The reactants are: [CH2:1]([SH:8])[C:2]1[CH:7]=[CH:6][CH:5]=[CH:4][CH:3]=1.C(=O)([O-])[O-].[Cs+].[Cs+].Br[CH2:16][C:17](=[O:29])[CH2:18][N:19]1[C:23](=[O:24])[C:22]([CH3:26])([CH3:25])[N:21]([CH3:27])[C:20]1=[O:28].O.